Dataset: Forward reaction prediction with 1.9M reactions from USPTO patents (1976-2016). Task: Predict the product of the given reaction. (1) Given the reactants [F:1][C:2]1[CH:8]=[CH:7][CH:6]=[C:5]([O:9][CH3:10])[C:3]=1[NH2:4].C(=O)([O-])O.[Na+].O.[Cl:17][C:18]1[CH:23]=[CH:22][C:21]([S:24](Cl)(=[O:26])=[O:25])=[CH:20][C:19]=1[N+:28]([O-:30])=[O:29], predict the reaction product. The product is: [Cl:17][C:18]1[CH:23]=[CH:22][C:21]([S:24]([NH:4][C:3]2[C:5]([O:9][CH3:10])=[CH:6][CH:7]=[CH:8][C:2]=2[F:1])(=[O:26])=[O:25])=[CH:20][C:19]=1[N+:28]([O-:30])=[O:29]. (2) Given the reactants [OH:1][C:2]1[CH:13]=[CH:12][C:5]([CH2:6][CH:7]([C:10]#[N:11])[C:8]#[N:9])=[CH:4][CH:3]=1.[H-].[Na+].[H][H].[Cl-].[NH4+], predict the reaction product. The product is: [CH2:4]([C:7]([CH2:6][C:5]1[CH:4]=[CH:3][C:2]([OH:1])=[CH:13][CH:12]=1)([C:8]#[N:9])[C:10]#[N:11])[CH2:3][CH:2]=[CH2:13]. (3) The product is: [CH2:32]([C:11]1[C:10]([CH2:9][NH:8][C:6](=[O:7])[O:5][C:1]([CH3:4])([CH3:3])[CH3:2])=[C:19]([C:20]2[CH:25]=[CH:24][C:23]([CH3:26])=[CH:22][CH:21]=2)[C:18]2[C:13](=[CH:14][CH:15]=[C:16]([O:27][CH2:28][C:29]([NH:58][S:55]([CH3:54])(=[O:57])=[O:56])=[O:30])[CH:17]=2)[N:12]=1)[CH:33]([CH3:35])[CH3:34]. Given the reactants [C:1]([O:5][C:6]([NH:8][CH2:9][C:10]1[C:11]([CH2:32][CH:33]([CH3:35])[CH3:34])=[N:12][C:13]2[C:18]([C:19]=1[C:20]1[CH:25]=[CH:24][C:23]([CH3:26])=[CH:22][CH:21]=1)=[CH:17][C:16]([O:27][CH2:28][C:29](O)=[O:30])=[CH:15][CH:14]=2)=[O:7])([CH3:4])([CH3:3])[CH3:2].C1C(=O)N(OC(ON2C(=O)CCC2=O)=O)C(=O)C1.[CH3:54][S:55]([NH2:58])(=[O:57])=[O:56].C1CCN2C(=NCCC2)CC1, predict the reaction product. (4) Given the reactants Br[C:2]1[CH:10]=[C:9]2[C:5]([CH2:6][C:7](=[O:11])[NH:8]2)=[CH:4][CH:3]=1.[O:12]1[CH:16]=[CH:15][C:14](B(O)O)=[CH:13]1.C(=O)([O-])[O-].[Na+].[Na+], predict the reaction product. The product is: [O:12]1[CH:16]=[CH:15][C:14]([C:2]2[CH:10]=[C:9]3[C:5]([CH2:6][C:7](=[O:11])[NH:8]3)=[CH:4][CH:3]=2)=[CH:13]1.